This data is from Forward reaction prediction with 1.9M reactions from USPTO patents (1976-2016). The task is: Predict the product of the given reaction. (1) Given the reactants S[C:2]1[N:3]=[C:4]([OH:11])[C:5]2[CH2:10][CH2:9][CH2:8][C:6]=2[N:7]=1.N, predict the reaction product. The product is: [N:7]1[C:6]2[CH2:8][CH2:9][CH2:10][C:5]=2[C:4]([OH:11])=[N:3][CH:2]=1. (2) Given the reactants C[C:2]1[CH:3]=[C:4]2[C:9](=[C:10]([NH2:12])[CH:11]=1)[N:8]=[CH:7][CH:6]=[CH:5]2.[C:13]1([S:19](Cl)(=[O:21])=[O:20])[CH:18]=[CH:17][CH:16]=[CH:15][CH:14]=1.[CH3:23]CCCCC, predict the reaction product. The product is: [CH3:23][C:6]1[CH:7]=[N:8][C:9]2[C:4]([CH:5]=1)=[CH:3][CH:2]=[CH:11][C:10]=2[NH:12][S:19]([C:13]1[CH:18]=[CH:17][CH:16]=[CH:15][CH:14]=1)(=[O:21])=[O:20]. (3) The product is: [Cl:1][C:2]1[CH:3]=[C:4]([NH:19][S:28]([C:23]2[CH:24]=[C:25]([CH3:27])[CH:26]=[C:21]([CH3:20])[CH:22]=2)(=[O:30])=[O:29])[CH:5]=[N:6][C:7]=1[O:8][C:9]1[N:10]=[CH:11][C:12]2[C:17]([CH:18]=1)=[CH:16][CH:15]=[CH:14][CH:13]=2. Given the reactants [Cl:1][C:2]1[CH:3]=[C:4]([NH2:19])[CH:5]=[N:6][C:7]=1[O:8][C:9]1[N:10]=[CH:11][C:12]2[C:17]([CH:18]=1)=[CH:16][CH:15]=[CH:14][CH:13]=2.[CH3:20][C:21]1[CH:22]=[C:23]([S:28](Cl)(=[O:30])=[O:29])[CH:24]=[C:25]([CH3:27])[CH:26]=1, predict the reaction product.